Dataset: Forward reaction prediction with 1.9M reactions from USPTO patents (1976-2016). Task: Predict the product of the given reaction. (1) Given the reactants [CH3:1][O:2][C:3](=[O:15])[C:4]1[CH:13]=[C:12](O)[CH:11]=[C:6]([C:7]([O:9][CH3:10])=[O:8])[CH:5]=1.C(Br)[C:17]1[CH:22]=[CH:21][CH:20]=[CH:19][CH:18]=1.[C:24](=O)([O-])[O-:25].[K+].[K+], predict the reaction product. The product is: [CH3:1][O:2][C:3](=[O:15])[C:4]1[CH:13]=[C:12]([CH2:24][O:25][C:17]2[CH:22]=[CH:21][CH:20]=[CH:19][CH:18]=2)[CH:11]=[C:6]([C:7]([O:9][CH3:10])=[O:8])[CH:5]=1. (2) Given the reactants [CH3:1][O:2][C:3]([C:5]1[CH:6]=[CH:7][C:8]([C:11]([OH:13])=O)=[N:9][CH:10]=1)=[O:4].[C:14](N1C=CN=C1)(N1C=CN=C1)=[O:15].ClCCCl.C([N:32]([CH2:35]C)CC)C, predict the reaction product. The product is: [CH3:1][O:2][C:3](=[O:4])[C:5]1[CH:6]=[CH:7][C:8]([C:11](=[O:13])[N:32]([O:15][CH3:14])[CH3:35])=[N:9][CH:10]=1. (3) Given the reactants C1([Li])C=CC=CC=1.[Br-].[S:9]1[CH:13]=[CH:12][CH:11]=[C:10]1[CH2:14][P+](C1C=CC=CC=1)(C1C=CC=CC=1)C1C=CC=CC=1.[CH3:34][O:35][C:36]1[CH:43]=[C:42]([O:44][CH3:45])[CH:41]=[C:40]([O:46][CH3:47])[C:37]=1[CH:38]=O.C(Cl)(Cl)Cl, predict the reaction product. The product is: [CH3:34][O:35][C:36]1[CH:43]=[C:42]([O:44][CH3:45])[CH:41]=[C:40]([O:46][CH3:47])[C:37]=1[CH:38]=[CH:14][C:10]1[S:9][CH:13]=[CH:12][CH:11]=1. (4) Given the reactants [CH3:1][CH2:2][O:3][C:4]1[CH:9]=[CH:8][CH:7]=[C:6]([NH2:10])[CH:5]=1.[OH-].[K+].I[C:14]1[CH:22]=[CH:21][CH:20]=[CH:19][C:15]=1[C:16]([OH:18])=[O:17], predict the reaction product. The product is: [CH2:2]([O:3][C:4]1[CH:5]=[C:6]([NH:10][C:14]2[CH:22]=[CH:21][CH:20]=[CH:19][C:15]=2[C:16]([OH:18])=[O:17])[CH:7]=[CH:8][CH:9]=1)[CH3:1].